Dataset: Forward reaction prediction with 1.9M reactions from USPTO patents (1976-2016). Task: Predict the product of the given reaction. (1) Given the reactants Cl.[O:2]1[C:6]2([CH2:11][CH2:10][N:9]([C:12]3[CH:20]=[CH:19][C:15]([CH:16]=[N:17][OH:18])=[CH:14][CH:13]=3)[CH2:8][CH2:7]2)[O:5][CH2:4][CH2:3]1.C([BH3-])#N.[Na+].[OH-].[Na+], predict the reaction product. The product is: [OH:18][NH:17][CH2:16][C:15]1[CH:19]=[CH:20][C:12]([N:9]2[CH2:8][CH2:7][C:6]3([O:5][CH2:4][CH2:3][O:2]3)[CH2:11][CH2:10]2)=[CH:13][CH:14]=1. (2) The product is: [F:17][C:14]1[CH:15]=[CH:16][C:11]([C:9]2[N:10]=[C:3]3[C:2]([CH:30]=[CH2:31])=[N:7][CH:6]=[CH:5][N:4]3[CH:8]=2)=[CH:12][CH:13]=1. Given the reactants Cl[C:2]1[C:3]2[N:4]([CH:8]=[C:9]([C:11]3[CH:16]=[CH:15][C:14]([F:17])=[CH:13][CH:12]=3)[N:10]=2)[CH:5]=[CH:6][N:7]=1.O.C(=O)([O-])[O-].[Na+].[Na+].F[B-](F)(F)F.[C:30](P(C(C)(C)C)C(C)(C)C)(C)(C)[CH3:31], predict the reaction product. (3) Given the reactants [Br:1][C:2]1[CH:3]=[C:4]([NH:8][C:9]([NH:11][CH:12]([CH3:18])[CH:13](OC)OC)=[S:10])[CH:5]=[CH:6][CH:7]=1, predict the reaction product. The product is: [Br:1][C:2]1[CH:3]=[C:4]([N:8]2[CH:13]=[C:12]([CH3:18])[N:11]=[C:9]2[SH:10])[CH:5]=[CH:6][CH:7]=1.